From a dataset of Catalyst prediction with 721,799 reactions and 888 catalyst types from USPTO. Predict which catalyst facilitates the given reaction. (1) Reactant: [F:1][CH:2]([F:12])[O:3][C:4]1[N:8]([CH3:9])[N:7]=[C:6]([NH:10][NH2:11])[CH:5]=1.[Cl:13][C:14]1[CH:30]=[CH:29][C:17]([C:18]([CH:20]([C:26](=O)[CH3:27])[CH2:21][C:22]([O:24][CH3:25])=[O:23])=O)=[CH:16][CH:15]=1.O. Product: [Cl:13][C:14]1[CH:15]=[CH:16][C:17]([C:18]2[N:10]([C:6]3[CH:5]=[C:4]([O:3][CH:2]([F:1])[F:12])[N:8]([CH3:9])[N:7]=3)[N:11]=[C:26]([CH3:27])[C:20]=2[CH2:21][C:22]([O:24][CH3:25])=[O:23])=[CH:29][CH:30]=1. The catalyst class is: 8. (2) Reactant: [CH2:1]([N:8]([C@@H:28]([CH2:31][C:32]1[CH:37]=[CH:36][C:35]([N+:38]([O-])=O)=[CH:34][CH:33]=1)[CH2:29][OH:30])[CH2:9][C@H:10]([OH:27])[CH2:11][O:12][C:13]1[CH:18]=[CH:17][C:16]([O:19][CH2:20][C:21]2[CH:26]=[CH:25][CH:24]=[CH:23][CH:22]=2)=[CH:15][CH:14]=1)[C:2]1[CH:7]=[CH:6][CH:5]=[CH:4][CH:3]=1.C(O)C.O1CCOCC1.[Cl-].[NH4+]. Product: [NH2:38][C:35]1[CH:36]=[CH:37][C:32]([CH2:31][C@H:28]([N:8]([CH2:1][C:2]2[CH:3]=[CH:4][CH:5]=[CH:6][CH:7]=2)[CH2:9][C@H:10]([OH:27])[CH2:11][O:12][C:13]2[CH:18]=[CH:17][C:16]([O:19][CH2:20][C:21]3[CH:22]=[CH:23][CH:24]=[CH:25][CH:26]=3)=[CH:15][CH:14]=2)[CH2:29][OH:30])=[CH:33][CH:34]=1. The catalyst class is: 150. (3) Reactant: C(OC(=O)[NH:7][CH2:8][C:9]1[CH:14]=[CH:13][CH:12]=[C:11]([CH2:15][NH:16][C:17]([C:19]2[C:20]([CH3:32])=[N:21][C:22]([C:25]3[CH:30]=[CH:29][CH:28]=[C:27]([F:31])[CH:26]=3)=[N:23][CH:24]=2)=[O:18])[CH:10]=1)(C)(C)C.C(O)(C(F)(F)F)=O.CCN(CC)CC.[CH3:48][S:49](Cl)(=[O:51])=[O:50]. Product: [CH3:48][S:49]([NH:7][CH2:8][C:9]1[CH:10]=[C:11]([CH:12]=[CH:13][CH:14]=1)[CH2:15][NH:16][C:17]([C:19]1[C:20]([CH3:32])=[N:21][C:22]([C:25]2[CH:30]=[CH:29][CH:28]=[C:27]([F:31])[CH:26]=2)=[N:23][CH:24]=1)=[O:18])(=[O:51])=[O:50]. The catalyst class is: 91. (4) Reactant: [N:1]([CH2:4][C@@H:5]([NH:13][C:14]([C:16]1[S:32][C:19]2=[N:20][C:21]3[CH2:22][CH2:23][CH:24]([C:28]([CH3:31])([CH3:30])[CH3:29])[CH2:25][C:26]=3[CH:27]=[C:18]2[CH:17]=1)=[O:15])[C:6]1[CH:11]=[CH:10][CH:9]=[C:8]([Br:12])[CH:7]=1)=[N+]=[N-].C(N(CC)CC)C.C1(P(C2C=CC=CC=2)C2C=CC=CC=2)C=CC=CC=1. Product: [NH2:1][CH2:4][C@@H:5]([NH:13][C:14]([C:16]1[S:32][C:19]2=[N:20][C:21]3[CH2:22][CH2:23][CH:24]([C:28]([CH3:30])([CH3:29])[CH3:31])[CH2:25][C:26]=3[CH:27]=[C:18]2[CH:17]=1)=[O:15])[C:6]1[CH:11]=[CH:10][CH:9]=[C:8]([Br:12])[CH:7]=1. The catalyst class is: 20. (5) Reactant: [Mg+2].[I-].[I-].[Cl:4][CH2:5][CH2:6][CH2:7][N:8]1[C:16]2[C:11](=[CH:12][CH:13]=[CH:14][C:15]=2[O:17][CH3:18])[CH:10]=[CH:9]1.[N:19]([CH2:22][C:23]1[CH:28]=[CH:27][CH:26]=[CH:25][C:24]=1[CH3:29])=[C:20]=[O:21]. Product: [Cl:4][CH2:5][CH2:6][CH2:7][N:8]1[C:16]2[C:11](=[CH:12][CH:13]=[CH:14][C:15]=2[O:17][CH3:18])[C:10]([C:20]([NH:19][CH2:22][C:23]2[CH:28]=[CH:27][CH:26]=[CH:25][C:24]=2[CH3:29])=[O:21])=[CH:9]1. The catalyst class is: 26. (6) Reactant: [Cl:1][C:2]1[N:3]=[CH:4][C:5]([C:8]([OH:10])=O)=[N:6][CH:7]=1.C(Cl)(=O)C([Cl:14])=O. Product: [Cl:1][C:2]1[N:3]=[CH:4][C:5]([C:8]([Cl:14])=[O:10])=[N:6][CH:7]=1. The catalyst class is: 2. (7) Reactant: C(Cl)(=O)C(Cl)=O.CS(C)=O.[S:11]1[CH:15]=[CH:14][CH:13]=[C:12]1[S:16]([N:19]1[CH2:24][CH2:23][N:22]([C:25]2[CH:30]=[CH:29][C:28]([C:31]([OH:37])([CH3:36])[C:32]([F:35])([F:34])[F:33])=[CH:27][CH:26]=2)[C@@H:21]([CH2:38][N:39]2[CH2:44][CH2:43][CH:42]([OH:45])[CH2:41][CH2:40]2)[CH2:20]1)(=[O:18])=[O:17].C(N(CC)CC)C.C([O-])(O)=O.[Na+]. Product: [S:11]1[CH:15]=[CH:14][CH:13]=[C:12]1[S:16]([N:19]1[CH2:24][CH2:23][N:22]([C:25]2[CH:30]=[CH:29][C:28]([C:31]([OH:37])([CH3:36])[C:32]([F:33])([F:34])[F:35])=[CH:27][CH:26]=2)[C@@H:21]([CH2:38][N:39]2[CH2:40][CH2:41][C:42](=[O:45])[CH2:43][CH2:44]2)[CH2:20]1)(=[O:17])=[O:18]. The catalyst class is: 2.